This data is from Forward reaction prediction with 1.9M reactions from USPTO patents (1976-2016). The task is: Predict the product of the given reaction. Given the reactants [CH3:1][NH:2][CH:3]1[CH2:8][CH2:7][CH:6]([O:9][C:10]2[C:21]3[C:20]4[C@@H:19]([CH2:22][CH2:23][OH:24])[CH2:18][CH2:17][C:16]=4[S:15][C:14]=3[N:13]=[CH:12][N:11]=2)[CH2:5][CH2:4]1.Cl[CH2:26][C:27]([N:29]1[CH2:33][CH2:32][CH2:31][CH2:30]1)=[O:28].C(=O)([O-])[O-].[K+].[K+], predict the reaction product. The product is: [OH:24][CH2:23][CH2:22][C@H:19]1[CH2:18][CH2:17][C:16]2[S:15][C:14]3[N:13]=[CH:12][N:11]=[C:10]([O:9][CH:6]4[CH2:5][CH2:4][CH:3]([N:2]([CH3:1])[CH2:26][C:27]([N:29]5[CH2:33][CH2:32][CH2:31][CH2:30]5)=[O:28])[CH2:8][CH2:7]4)[C:21]=3[C:20]1=2.